From a dataset of Retrosynthesis with 50K atom-mapped reactions and 10 reaction types from USPTO. Predict the reactants needed to synthesize the given product. (1) The reactants are: CC(C)(C)OC(=O)NCCCI.CCOC(=O)c1cc2c(C(F)(F)F)cc(O)cc2n1C. Given the product CCOC(=O)c1cc2c(C(F)(F)F)cc(OCCCNC(=O)OC(C)(C)C)cc2n1C, predict the reactants needed to synthesize it. (2) Given the product CC(=O)Nc1ccc(-c2ccc(C(C)=O)o2)cc1, predict the reactants needed to synthesize it. The reactants are: CC(=O)OC(C)=O.CC(=O)c1ccc(-c2ccc(N)cc2)o1. (3) Given the product C#CCOc1cnc(C(=O)O)c(C)n1, predict the reactants needed to synthesize it. The reactants are: C#CCOc1cnc(C(=O)OC)c(C)n1.